This data is from Reaction yield outcomes from USPTO patents with 853,638 reactions. The task is: Predict the reaction yield, written as a fraction of the theoretical maximum amount of product (1.0 means a 100% yield; for example, 0.34 means a 34% yield). (1) The reactants are [Br:1][C:2]1[CH:3]=[CH:4][C:5]([F:16])=[C:6]([C@:8]2([CH3:15])[CH:13]=[CH:12][S:11][C:10]([NH2:14])=[N:9]2)[CH:7]=1.[C:17](O[C:17]([O:19][C:20]([CH3:23])([CH3:22])[CH3:21])=[O:18])([O:19][C:20]([CH3:23])([CH3:22])[CH3:21])=[O:18].C1COCC1.C(=O)(O)[O-].[Na+]. The catalyst is O.CCOC(C)=O. The product is [C:20]([O:19][C:17](=[O:18])[NH:14][C:10]1[S:11][CH:12]=[CH:13][C@:8]([C:6]2[CH:7]=[C:2]([Br:1])[CH:3]=[CH:4][C:5]=2[F:16])([CH3:15])[N:9]=1)([CH3:23])([CH3:22])[CH3:21]. The yield is 0.940. (2) The reactants are [CH:1]([C:3]1[CH:8]=[CH:7][CH:6]=[CH:5][C:4]=1[C:9]1[CH:14]=[CH:13][C:12]([C:15]([N:17]2[C:23]3[CH:24]=[CH:25][CH:26]=[CH:27][C:22]=3[CH2:21][N:20]3[C:28]([C:31]([NH:33][CH2:34][C:35]4[CH:36]=[N:37][CH:38]=[CH:39][CH:40]=4)=[O:32])=[CH:29][CH:30]=[C:19]3[CH2:18]2)=[O:16])=[CH:11][CH:10]=1)=[O:2].C[Mg]Br.[CH2:44](OCC)[CH3:45]. The catalyst is O1CCCC1. The product is [OH:2][CH:1]([C:3]1[CH:8]=[CH:7][CH:6]=[CH:5][C:4]=1[C:9]1[CH:10]=[CH:11][C:12]([C:15]([N:17]2[C:23]3[CH:24]=[CH:25][CH:26]=[CH:27][C:22]=3[CH2:21][N:20]3[C:28]([C:31]([NH:33][CH2:34][C:35]4[CH:36]=[N:37][CH:38]=[CH:39][CH:40]=4)=[O:32])=[CH:29][CH:30]=[C:19]3[CH2:18]2)=[O:16])=[CH:13][CH:14]=1)[CH2:44][CH3:45]. The yield is 0.280. (3) The reactants are [Br:1][C:2]1[CH:7]=[CH:6][C:5]2[C:8]3[CH2:13][CH2:12][N:11]([C:14](OC(C)(C)C)=O)[CH2:10][C:9]=3[S:21][C:4]=2[CH:3]=1.Cl.C([O-])([O-])=O.[K+].[K+].BrC[CH2:31][F:32].C([O-])(O)=O.[Na+]. The catalyst is CO.CCOCC.C(Cl)Cl. The product is [Br:1][C:2]1[CH:7]=[CH:6][C:5]2[C:8]3[CH2:13][CH2:12][N:11]([CH2:14][CH2:31][F:32])[CH2:10][C:9]=3[S:21][C:4]=2[CH:3]=1. The yield is 1.00. (4) The reactants are [NH:1]1[CH2:6][CH2:5][O:4][CH2:3][C@H:2]1[CH2:7][OH:8].[Cl:9][CH2:10][CH:11]1[CH2:13]O1. No catalyst specified. The product is [Cl:9][CH2:10][CH:11]1[O:8][CH2:7][CH:2]2[CH2:3][O:4][CH2:5][CH2:6][N:1]2[CH2:13]1. The yield is 0.350. (5) The reactants are [Cl:1][C:2]1[CH:9]=[CH:8][CH:7]=[CH:6][C:3]=1[CH:4]=O.[NH2:10][C:11]1[CH:19]=[C:18]([O:20][CH3:21])[CH:17]=[C:16]([O:22][CH3:23])[C:12]=1[C:13]([NH2:15])=[O:14].OS([O-])=O.[Na+].CC1C=CC(S(O)(=O)=O)=CC=1.O. The catalyst is CC(N(C)C)=O. The product is [Cl:1][C:2]1[CH:9]=[CH:8][CH:7]=[CH:6][C:3]=1[C:4]1[NH:15][C:13](=[O:14])[C:12]2[C:11](=[CH:19][C:18]([O:20][CH3:21])=[CH:17][C:16]=2[O:22][CH3:23])[N:10]=1. The yield is 0.390. (6) The reactants are C([N:4]([CH2:8]C)C(C)C)(C)C.[Br:10][C:11]1[S:15][CH:14]=[C:13](C(O)=O)[CH:12]=1.C1(P(N=[N+]=[N-])(C2C=CC=CC=2)=[O:26])C=CC=CC=1.[NH3:36]. The catalyst is O1CCOCC1. The product is [Br:10][C:11]1[S:15][CH:14]=[C:13]([NH:36][C:8]([NH2:4])=[O:26])[CH:12]=1. The yield is 0.320.